From a dataset of Catalyst prediction with 721,799 reactions and 888 catalyst types from USPTO. Predict which catalyst facilitates the given reaction. (1) Product: [C:1]([N:5]1[C:12](=[O:22])[CH2:11][O:10][C:6]1=[O:9])([CH3:4])([CH3:3])[CH3:2]. The catalyst class is: 170. Reactant: [C:1]([NH2:5])([CH3:4])([CH3:3])[CH3:2].[C:6]([O:10][CH2:11][CH3:12])(=[O:9])CO.C[O-].[Na+].C1N=CN(C(N2C=NC=C2)=[O:22])C=1. (2) Reactant: Cl.Cl[CH2:3][C:4]([C:6]1[CH:7]=[N:8][CH:9]=[CH:10][C:11]=1[CH3:12])=[O:5].[Cl:13][C:14]1[CH:22]=[CH:21][C:17]([C:18]([OH:20])=[O:19])=[CH:16][CH:15]=1.C(=O)([O-])[O-].[K+].[K+]. Product: [CH3:12][C:11]1[CH:10]=[CH:9][N:8]=[CH:7][C:6]=1[C:4](=[O:5])[CH2:3][O:20][C:18](=[O:19])[C:17]1[CH:21]=[CH:22][C:14]([Cl:13])=[CH:15][CH:16]=1. The catalyst class is: 9. (3) Reactant: [CH2:1]([NH:8][C:9]([N:11]1[CH:16]2[C@H:17]([CH3:56])[N:18]([CH2:45][C:46]3[CH:47]=[CH:48][CH:49]=[C:50]4[C:55]=3[N:54]=[CH:53][CH:52]=[CH:51]4)[C:19](=[O:44])[C@H:20]([CH2:21][C:22]3[CH:43]=[CH:42][C:25]([O:26][C:27]([NH:29][CH:30]([CH2:38][CH:39]([CH3:41])[CH3:40])[C:31]([O:33]C(C)(C)C)=[O:32])=[O:28])=[CH:24][CH:23]=3)[N:15]2[C:14](=[O:57])[CH2:13][N:12]1[CH3:58])=[O:10])[C:2]1[CH:7]=[CH:6][CH:5]=[CH:4][CH:3]=1.FC(F)(F)C(O)=O.C(Cl)Cl. Product: [CH2:1]([NH:8][C:9]([N:11]1[CH:16]2[C@H:17]([CH3:56])[N:18]([CH2:45][C:46]3[CH:47]=[CH:48][CH:49]=[C:50]4[C:55]=3[N:54]=[CH:53][CH:52]=[CH:51]4)[C:19](=[O:44])[C@H:20]([CH2:21][C:22]3[CH:43]=[CH:42][C:25]([O:26][C:27]([NH:29][CH:30]([CH2:38][CH:39]([CH3:41])[CH3:40])[C:31]([OH:33])=[O:32])=[O:28])=[CH:24][CH:23]=3)[N:15]2[C:14](=[O:57])[CH2:13][N:12]1[CH3:58])=[O:10])[C:2]1[CH:7]=[CH:6][CH:5]=[CH:4][CH:3]=1. The catalyst class is: 13. (4) Reactant: [F:1][C:2]1[CH:10]=[CH:9][C:8]([CH:11]2[C:24]3[CH:23]=[CH:22][C:21]4[C:16](=[N:17][CH:18]=[CH:19][CH:20]=4)[C:15]=3[NH:14][S:13](=[O:26])(=[O:25])[N:12]2[CH3:27])=[CH:7][C:3]=1[C:4](O)=[O:5].CN(C(ON1N=NC2C=CC=CC1=2)=[N+](C)C)C.[B-](F)(F)(F)F.[CH3:50][N:51]([CH3:55])[CH2:52][CH2:53][NH2:54].CCN(C(C)C)C(C)C. Product: [CH3:50][N:51]([CH3:55])[CH2:52][CH2:53][NH:54][C:4](=[O:5])[C:3]1[CH:7]=[C:8]([CH:11]2[C:24]3[CH:23]=[CH:22][C:21]4[C:16](=[N:17][CH:18]=[CH:19][CH:20]=4)[C:15]=3[NH:14][S:13](=[O:26])(=[O:25])[N:12]2[CH3:27])[CH:9]=[CH:10][C:2]=1[F:1]. The catalyst class is: 2.